Dataset: Reaction yield outcomes from USPTO patents with 853,638 reactions. Task: Predict the reaction yield, written as a fraction of the theoretical maximum amount of product (1.0 means a 100% yield; for example, 0.34 means a 34% yield). (1) The reactants are [Cl:1][C:2]1[CH:3]=[C:4]([CH:15]=[CH:16][CH:17]=1)[CH2:5][NH:6][C:7]1[CH:8]=[C:9]([CH2:13][OH:14])[N:10]([CH3:12])[N:11]=1. The catalyst is [O-2].[Mn+4].[O-2].ClCCl. The product is [Cl:1][C:2]1[CH:3]=[C:4]([CH:15]=[CH:16][CH:17]=1)[CH2:5][NH:6][C:7]1[CH:8]=[C:9]([CH:13]=[O:14])[N:10]([CH3:12])[N:11]=1. The yield is 0.600. (2) The reactants are [N:1]1([C:7]2[CH:12]=[CH:11][C:10]([C:13]3[C:17]4[CH2:18][C:19]5[S:20][CH:21]=[CH:22][C:23]=5[C:16]=4[N:15](COCC[Si](C)(C)C)[N:14]=3)=[CH:9][CH:8]=2)[CH2:6][CH2:5][O:4][CH2:3][CH2:2]1.Cl. The catalyst is CO. The product is [N:1]1([C:7]2[CH:8]=[CH:9][C:10]([C:13]3[C:17]4[CH2:18][C:19]5[S:20][CH:21]=[CH:22][C:23]=5[C:16]=4[NH:15][N:14]=3)=[CH:11][CH:12]=2)[CH2:2][CH2:3][O:4][CH2:5][CH2:6]1. The yield is 0.650. (3) The product is [NH2:14][C:13]1[CH:15]=[CH:16][CH:17]=[CH:18][C:12]=1[C:3]1[CH:4]=[CH:5][CH:6]=[CH:7][C:2]=1[CH3:1]. The catalyst is C([O-])(=O)C.[Pd+2].C([O-])(=O)C.COCCOC. The yield is 0.848. The reactants are [CH3:1][C:2]1[CH:7]=[CH:6][CH:5]=[CH:4][C:3]=1B(O)O.Br[C:12]1[CH:18]=[CH:17][CH:16]=[CH:15][C:13]=1[NH2:14].C1(P(C2C=CC=CC=2)C2C=CC=CC=2)C=CC=CC=1.C(=O)([O-])[O-].[K+].[K+]. (4) The reactants are [Cl:1][C:2]1[CH:3]=[CH:4][C:5]2[N:9]=[C:8]([C:10]3[N:11]=[N:12][C:13]([N:16]4[CH2:21][CH2:20][NH:19][CH2:18][CH2:17]4)=[CH:14][CH:15]=3)[NH:7][C:6]=2[CH:22]=1.[F:23][C:24]([F:35])([F:34])[C:25]1[CH:33]=[CH:32][CH:31]=[CH:30][C:26]=1[C:27](Cl)=[O:28]. No catalyst specified. The product is [Cl:1][C:2]1[CH:3]=[CH:4][C:5]2[N:9]=[C:8]([C:10]3[N:11]=[N:12][C:13]([N:16]4[CH2:17][CH2:18][N:19]([C:27]([C:26]5[CH:30]=[CH:31][CH:32]=[CH:33][C:25]=5[C:24]([F:23])([F:34])[F:35])=[O:28])[CH2:20][CH2:21]4)=[CH:14][CH:15]=3)[NH:7][C:6]=2[CH:22]=1. The yield is 0.240.